This data is from Peptide-MHC class I binding affinity with 185,985 pairs from IEDB/IMGT. The task is: Regression. Given a peptide amino acid sequence and an MHC pseudo amino acid sequence, predict their binding affinity value. This is MHC class I binding data. (1) The peptide sequence is AVEGGLYPV. The MHC is HLA-A23:01 with pseudo-sequence HLA-A23:01. The binding affinity (normalized) is 0.213. (2) The peptide sequence is FVNRYGVAY. The MHC is HLA-B35:01 with pseudo-sequence HLA-B35:01. The binding affinity (normalized) is 1.00. (3) The peptide sequence is SVFYRGAENI. The MHC is HLA-A02:01 with pseudo-sequence HLA-A02:01. The binding affinity (normalized) is 0.0811. (4) The peptide sequence is EVIERINLLV. The MHC is HLA-A02:01 with pseudo-sequence HLA-A02:01. The binding affinity (normalized) is 0.270. (5) The peptide sequence is ETPDDKVF. The binding affinity (normalized) is 0.186. The MHC is Mamu-A01 with pseudo-sequence Mamu-A01. (6) The peptide sequence is TLKGTSYKM. The MHC is HLA-B07:02 with pseudo-sequence HLA-B07:02. The binding affinity (normalized) is 0.0847.